Task: Predict the product of the given reaction.. Dataset: Forward reaction prediction with 1.9M reactions from USPTO patents (1976-2016) (1) Given the reactants N[C:2]1[CH:7]=[CH:6][C:5]([S:8][CH2:9][C:10]2[CH:15]=[CH:14][CH:13]=[CH:12][CH:11]=2)=[CH:4][C:3]=1/[CH:16]=[CH:17]/[C:18]([O:20][CH2:21][CH3:22])=[O:19].O.C1(C)C=CC(S(O)(=O)=O)=CC=1.N([O-])=O.[Na+].[I-:39].[K+], predict the reaction product. The product is: [CH2:21]([O:20][C:18](=[O:19])[CH:17]=[CH:16][C:3]1[CH:4]=[C:5]([S:8][CH2:9][C:10]2[CH:15]=[CH:14][CH:13]=[CH:12][CH:11]=2)[CH:6]=[CH:7][C:2]=1[I:39])[CH3:22]. (2) Given the reactants [CH3:1][C:2]1[C:3]([CH:8]2[CH2:13][CH2:12][CH2:11][CH:10]([C:14]3[C:19]([CH3:20])=[CH:18][CH:17]=[CH:16][N:15]=3)[N:9]2[CH2:21][CH2:22][NH2:23])=[N:4][CH:5]=[CH:6][CH:7]=1.[C:24]([N:31]1C=CN=C1)(N1C=CN=C1)=[O:25].CCN(C(C)C)C(C)C.N[OH:46].Cl, predict the reaction product. The product is: [CH3:20][C:19]1[C:14]([CH:10]2[CH2:11][CH2:12][CH2:13][CH:8]([C:3]3[C:2]([CH3:1])=[CH:7][CH:6]=[CH:5][N:4]=3)[N:9]2[CH2:21][CH2:22][N:23]([OH:46])[C:24]([NH2:31])=[O:25])=[N:15][CH:16]=[CH:17][CH:18]=1. (3) Given the reactants [CH:1]1([C:4]2[N:5]=[CH:6][C:7]([C:15]([OH:17])=O)=[N:8][C:9]=2[O:10][CH2:11][CH:12]2[CH2:14][CH2:13]2)[CH2:3][CH2:2]1.[F:18][C:19]1([F:26])[C:23]([F:25])([F:24])[CH2:22][NH:21][CH2:20]1, predict the reaction product. The product is: [CH:1]1([C:4]2[N:5]=[CH:6][C:7]([C:15]([N:21]3[CH2:22][C:23]([F:25])([F:24])[C:19]([F:26])([F:18])[CH2:20]3)=[O:17])=[N:8][C:9]=2[O:10][CH2:11][CH:12]2[CH2:13][CH2:14]2)[CH2:2][CH2:3]1. (4) The product is: [F:36][C:35]([F:38])([F:37])[C:2]1[CH:3]=[C:4]([CH:7]=[C:8]([N:10]2[CH2:16][CH2:15][CH2:14][C:13]3[N:17]=[C:18]([C:20]4[CH:25]=[CH:24][CH:23]=[CH:22][N:21]=4)[O:19][C:12]=3[CH2:11]2)[CH:9]=1)[C:5]#[N:6]. Given the reactants F[C:2]1[CH:3]=[C:4]([CH:7]=[C:8]([N:10]2[CH2:16][CH2:15][CH2:14][C:13]3[N:17]=[C:18]([C:20]4[CH:25]=[CH:24][CH:23]=[CH:22][N:21]=4)[O:19][C:12]=3[CH2:11]2)[CH:9]=1)[C:5]#[N:6].BrC1C=C(C=C([C:35]([F:38])([F:37])[F:36])C=1)C#N, predict the reaction product. (5) Given the reactants [Br:1][C:2]1[CH:3]=[C:4]([CH2:28][CH:29]([OH:34])[C:30]([O:32]C)=[O:31])[CH:5]=[C:6]([Br:27])[C:7]=1[O:8][C:9]1[CH:14]=[C:13](/[CH:15]=[CH:16]/[C:17]2[CH:22]=[CH:21][CH:20]=[CH:19][CH:18]=2)[C:12]([OH:23])=[C:11]([CH:24]([CH3:26])[CH3:25])[CH:10]=1.[OH-].[Li+], predict the reaction product. The product is: [Br:1][C:2]1[CH:3]=[C:4]([CH2:28][CH:29]([OH:34])[C:30]([OH:32])=[O:31])[CH:5]=[C:6]([Br:27])[C:7]=1[O:8][C:9]1[CH:14]=[C:13](/[CH:15]=[CH:16]/[C:17]2[CH:22]=[CH:21][CH:20]=[CH:19][CH:18]=2)[C:12]([OH:23])=[C:11]([CH:24]([CH3:25])[CH3:26])[CH:10]=1. (6) The product is: [F:1][C:2]([F:7])([F:6])[C:3]([OH:5])=[O:4].[F:8][C:9]([F:14])([F:13])[C:10]([OH:12])=[O:11].[Cl:52][C:36]1[CH:37]=[N:38][C:39]2[NH:40][C:41]3[CH:42]=[N:43][CH:44]=[C:45]([CH:50]=3)[CH2:46][CH2:47][C:48]3[CH:49]=[C:33]([NH:34][C:35]=1[N:51]=2)[CH:32]=[CH:31][C:30]=3[NH:29][C:27](=[O:28])[CH2:26][CH:24]1[CH2:23][N:22]([C:58]([C:55]2[N:56]=[CH:57][NH:53][N:54]=2)=[O:59])[CH2:25]1. Given the reactants [F:1][C:2]([F:7])([F:6])[C:3]([OH:5])=[O:4].[F:8][C:9]([F:14])([F:13])[C:10]([OH:12])=[O:11].FC(F)(F)C(O)=O.[NH:22]1[CH2:25][CH:24]([CH2:26][C:27]([NH:29][C:30]2[CH:31]=[CH:32][C:33]3[NH:34][C:35]4[N:51]=[C:39]([NH:40][C:41]5[CH:42]=[N:43][CH:44]=[C:45]([CH:50]=5)[CH2:46][CH2:47][C:48]=2[CH:49]=3)[N:38]=[CH:37][C:36]=4[Cl:52])=[O:28])[CH2:23]1.[NH:53]1[CH:57]=[N:56][C:55]([C:58](O)=[O:59])=[N:54]1, predict the reaction product. (7) Given the reactants [CH3:1][O:2][C:3]1[CH:8]=[CH:7][C:6](B(O)O)=[CH:5][CH:4]=1.[Cl:12][C:13]1[N:18]=[C:17](Cl)[CH:16]=[CH:15][N:14]=1.C([O-])([O-])=O.[Na+].[Na+], predict the reaction product. The product is: [Cl:12][C:13]1[N:18]=[C:17]([C:6]2[CH:7]=[CH:8][C:3]([O:2][CH3:1])=[CH:4][CH:5]=2)[CH:16]=[CH:15][N:14]=1. (8) Given the reactants C(OC([N:8]([C:13]1[CH:52]=[CH:51][C:16]([C:17]([O:19][CH2:20][CH2:21][C:22]([O:24][C@H:25]([C:36]2[CH:41]=[CH:40][C:39]([O:42][CH:43]([F:45])[F:44])=[C:38]([O:46][CH2:47][CH:48]3[CH2:50][CH2:49]3)[CH:37]=2)[CH2:26][C:27]2[C:32]([Cl:33])=[CH:31][N+:30]([O-:34])=[CH:29][C:28]=2[Cl:35])=[O:23])=[O:18])=[CH:15][C:14]=1[O:53][CH2:54][CH:55]1[CH2:57][CH2:56]1)[S:9]([CH3:12])(=[O:11])=[O:10])=O)(C)(C)C.O1CCOCC1, predict the reaction product. The product is: [Cl:35][C:28]1[CH:29]=[N+:30]([O-:34])[CH:31]=[C:32]([Cl:33])[C:27]=1[CH2:26][C@@H:25]([C:36]1[CH:41]=[CH:40][C:39]([O:42][CH:43]([F:44])[F:45])=[C:38]([O:46][CH2:47][CH:48]2[CH2:50][CH2:49]2)[CH:37]=1)[O:24][C:22](=[O:23])[CH2:21][CH2:20][O:19][C:17](=[O:18])[C:16]1[CH:51]=[CH:52][C:13]([NH:8][S:9]([CH3:12])(=[O:11])=[O:10])=[C:14]([O:53][CH2:54][CH:55]2[CH2:56][CH2:57]2)[CH:15]=1. (9) Given the reactants Cl[C:2]1[N:3]=[N:4][C:5]([O:8][C:9]2[CH:14]=[CH:13][CH:12]=[CH:11][CH:10]=2)=[CH:6][CH:7]=1.C([O-])(=[O:17])C.[Na+].[OH-].[Na+], predict the reaction product. The product is: [O:8]([C:5]1[CH:6]=[CH:7][C:2](=[O:17])[NH:3][N:4]=1)[C:9]1[CH:14]=[CH:13][CH:12]=[CH:11][CH:10]=1. (10) Given the reactants [S:1]1[C:5]2[CH:6]=[CH:7][CH:8]=[CH:9][C:4]=2[CH:3]=[C:2]1[CH2:10]O.CS(OS(C)(=O)=O)(=O)=O.CCN(C(C)C)C(C)C.[N:30]1[CH:35]=[CH:34][CH:33]=[CH:32][C:31]=1[N:36]1[CH2:41][CH2:40][NH:39][CH2:38][CH2:37]1, predict the reaction product. The product is: [S:1]1[C:5]2[CH:6]=[CH:7][CH:8]=[CH:9][C:4]=2[CH:3]=[C:2]1[CH2:10][N:39]1[CH2:40][CH2:41][N:36]([C:31]2[CH:32]=[CH:33][CH:34]=[CH:35][N:30]=2)[CH2:37][CH2:38]1.